This data is from Peptide-MHC class I binding affinity with 185,985 pairs from IEDB/IMGT. The task is: Regression. Given a peptide amino acid sequence and an MHC pseudo amino acid sequence, predict their binding affinity value. This is MHC class I binding data. The peptide sequence is MTTSMTMSY. The MHC is HLA-B58:01 with pseudo-sequence HLA-B58:01. The binding affinity (normalized) is 0.642.